Dataset: Reaction yield outcomes from USPTO patents with 853,638 reactions. Task: Predict the reaction yield, written as a fraction of the theoretical maximum amount of product (1.0 means a 100% yield; for example, 0.34 means a 34% yield). (1) The reactants are [CH3:1][N:2]1[C@@H:12]2[CH2:13][C:14]3[CH:19]=[CH:18][C:17]([OH:20])=[C:16]4[O:21][C@H:6]5[C:7]([CH:9]=[CH:10][C@:11]2([OH:22])[C@:5]5([C:15]=34)[CH2:4][CH2:3]1)=[O:8].[CH:23]1(C=O)[CH2:25][CH2:24]1.C([O-])=O.[NH4+]. The catalyst is C(O)(C)C. The product is [CH2:23]1[CH:25]([CH2:1][N:2]2[C@@H:12]3[CH2:13][C:14]4[CH:19]=[CH:18][C:17]([OH:20])=[C:16]5[O:21][C@H:6]6[C:7]([CH2:9][CH2:10][C@:11]3([OH:22])[C@:5]6([C:15]=45)[CH2:4][CH2:3]2)=[O:8])[CH2:24]1. The yield is 0.910. (2) The reactants are [CH:1]1([CH2:4][C:5]([CH:7]2[C:12](=O)[CH2:11][C:10]([CH3:15])([CH3:14])[CH2:9][C:8]2=[O:16])=O)[CH2:3][CH2:2]1.Cl.[C:18]([C:20]1[CH:25]=[CH:24][C:23]([NH:26][NH2:27])=[CH:22][CH:21]=1)#[N:19].CC(O)=O. The catalyst is CCO. The product is [CH:1]1([CH2:4][C:5]2[C:7]3[C:8](=[O:16])[CH2:9][C:10]([CH3:15])([CH3:14])[CH2:11][C:12]=3[N:26]([C:23]3[CH:24]=[CH:25][C:20]([C:18]#[N:19])=[CH:21][CH:22]=3)[N:27]=2)[CH2:2][CH2:3]1. The yield is 0.510. (3) The reactants are [CH2:1]([C:3]1[CH:4]=[C:5]([N:9]2[CH2:24][CH:12]3[CH2:13][N:14](C(OC(C)(C)C)=O)[CH2:15][CH2:16][N:11]3[C:10]2=[O:25])[CH:6]=[CH:7][CH:8]=1)[CH3:2].C(OCC)(=O)C.[ClH:32]. No catalyst specified. The product is [ClH:32].[CH2:1]([C:3]1[CH:4]=[C:5]([N:9]2[CH2:24][CH:12]3[CH2:13][NH:14][CH2:15][CH2:16][N:11]3[C:10]2=[O:25])[CH:6]=[CH:7][CH:8]=1)[CH3:2]. The yield is 0.925. (4) The reactants are Cl.[F:2][C:3]1[CH:15]=[CH:14][C:6]([O:7][CH:8]2[CH2:13][CH2:12][NH:11][CH2:10][CH2:9]2)=[CH:5][CH:4]=1.C(N(C(C)C)CC)(C)C.[N:25]([CH2:28][C:29]1[CH:34]=[CH:33][CH:32]=[CH:31][C:30]=1[O:35][CH2:36][CH3:37])=[C:26]=[O:27]. No catalyst specified. The product is [CH2:36]([O:35][C:30]1[CH:31]=[CH:32][CH:33]=[CH:34][C:29]=1[CH2:28][NH:25][C:26]([N:11]1[CH2:10][CH2:9][CH:8]([O:7][C:6]2[CH:14]=[CH:15][C:3]([F:2])=[CH:4][CH:5]=2)[CH2:13][CH2:12]1)=[O:27])[CH3:37]. The yield is 0.842. (5) The reactants are Cl.[Cl:2][C:3]1[CH:4]=[C:5]2[C:9](=[CH:10][CH:11]=1)[NH:8][CH:7]=[C:6]2[CH2:12][CH2:13][NH2:14].[C:15]1([C:21]2[O:25][CH:24]=[N:23][C:22]=2[C:26](Cl)=[O:27])[CH:20]=[CH:19][CH:18]=[CH:17][CH:16]=1.C(N(CC)CC)C.C(OCC)(=O)C. The catalyst is ClCCl. The product is [Cl:2][C:3]1[CH:4]=[C:5]2[C:9](=[CH:10][CH:11]=1)[NH:8][CH:7]=[C:6]2[CH2:12][CH2:13][NH:14][C:26]([C:22]1[N:23]=[CH:24][O:25][C:21]=1[C:15]1[CH:16]=[CH:17][CH:18]=[CH:19][CH:20]=1)=[O:27]. The yield is 0.400. (6) The reactants are C[Si](C#C)(C)C.[C:15](O[C:15]([O:17][C:18]([CH3:21])([CH3:20])[CH3:19])=[O:16])([O:17][C:18]([CH3:21])([CH3:20])[CH3:19])=[O:16].C([N:24]([CH2:27][CH3:28])CC)C.[CH2:29]1C[O:32][CH2:31][CH2:30]1. The catalyst is CN(C)C1C=CN=CC=1. The product is [C:18]([O:17][C:15]([N:24]1[CH:27]2[CH2:28][CH:31]([CH:30]=[CH:29]2)[O:32]1)=[O:16])([CH3:19])([CH3:20])[CH3:21]. The yield is 0.320. (7) The reactants are [Cl:1][C:2]1[CH:3]=[C:4]([C@H:9]2[C:18]3[C:13](=[CH:14][CH:15]=[CH:16][CH:17]=3)[C:12](=[O:19])/[C:11](=[CH:20]/[CH3:21])/[CH2:10]2)[CH:5]=[CH:6][C:7]=1[Cl:8].[NH3:22].[BH4-].[Na+]. The catalyst is C1COCC1. The product is [NH2:22][CH:20]([CH:11]1[CH2:10][C@@H:9]([C:4]2[CH:5]=[CH:6][C:7]([Cl:8])=[C:2]([Cl:1])[CH:3]=2)[C:18]2[C:13](=[CH:14][CH:15]=[CH:16][CH:17]=2)[CH:12]1[OH:19])[CH3:21]. The yield is 0.500. (8) The reactants are C(OC([NH:8][CH2:9][C:10](O)=[O:11])=O)(C)(C)C.CCN(C(C)C)C(C)C.CN(C(ON1N=NC2C=CC=CC1=2)=[N+](C)C)C.[B-](F)(F)(F)F.[CH:44]1([CH2:50][C@H:51]([C:53]([OH:55])=[O:54])[NH2:52])[CH2:49][CH2:48][CH2:47][CH2:46][CH2:45]1. The catalyst is C(Cl)Cl. The product is [NH2:8][CH2:9][C:10]([NH:52][C@@H:51]([C:53]([OH:55])=[O:54])[CH2:50][CH:44]1[CH2:49][CH2:48][CH2:47][CH2:46][CH2:45]1)=[O:11]. The yield is 0.200. (9) The reactants are Br[C:2]1[CH:7]=[CH:6][N:5]=[C:4]([NH2:8])[CH:3]=1.[CH3:9][O:10][C:11]1[C:16](B(O)O)=[CH:15][CH:14]=[CH:13][N:12]=1.C(=O)([O-])[O-].[Na+].[Na+]. The catalyst is CN(C=O)C. The product is [CH3:9][O:10][C:11]1[C:16]([C:2]2[CH:7]=[CH:6][N:5]=[C:4]([NH2:8])[CH:3]=2)=[CH:15][CH:14]=[CH:13][N:12]=1. The yield is 0.930. (10) The reactants are [NH2:1][C:2]1[N:7]=[CH:6][C:5]([CH:8]=[CH:9][C:10]([N:12]([CH3:24])[CH2:13][C:14]2[N:15]([CH3:23])[C:16]3[C:21]([CH:22]=2)=[CH:20][CH:19]=[CH:18][CH:17]=3)=[O:11])=[CH:4][CH:3]=1.[C:25]1(=O)[O:30][C:28](=[O:29])[CH2:27][CH2:26]1. The catalyst is O1CCOCC1. The product is [O:29]=[C:28]1[CH2:27][CH2:26][C:25](=[O:30])[N:1]1[C:2]1[N:7]=[CH:6][C:5](/[CH:8]=[CH:9]/[C:10]([N:12]([CH3:24])[CH2:13][C:14]2[N:15]([CH3:23])[C:16]3[C:21]([CH:22]=2)=[CH:20][CH:19]=[CH:18][CH:17]=3)=[O:11])=[CH:4][CH:3]=1. The yield is 0.760.